This data is from Reaction yield outcomes from USPTO patents with 853,638 reactions. The task is: Predict the reaction yield, written as a fraction of the theoretical maximum amount of product (1.0 means a 100% yield; for example, 0.34 means a 34% yield). (1) The reactants are [Cl:1][C:2]1[CH:7]=[CH:6][C:5]([N:8]2[C:12]([CH:13]([CH:16]3[CH2:21][CH2:20][CH2:19][CH2:18][CH2:17]3)[CH2:14][OH:15])=[C:11]3[CH2:22][CH2:23][CH2:24][C:10]3=[N:9]2)=[CH:4][CH:3]=1.C(N(CC)CC)C.[S:32](Cl)([CH3:35])(=[O:34])=[O:33]. The catalyst is ClCCl.O. The product is [Cl:1][C:2]1[CH:3]=[CH:4][C:5]([N:8]2[C:12]([CH:13]([CH:16]3[CH2:21][CH2:20][CH2:19][CH2:18][CH2:17]3)[CH2:14][O:15][S:32]([CH3:35])(=[O:34])=[O:33])=[C:11]3[CH2:22][CH2:23][CH2:24][C:10]3=[N:9]2)=[CH:6][CH:7]=1. The yield is 0.810. (2) The reactants are [CH2:1]([N:3]([CH2:37][CH3:38])[CH2:4][CH2:5][CH2:6][NH:7][C:8]1[N:9]=[C:10]([C:27]2[CH:28]=[C:29]([CH:33]=[CH:34][C:35]=2[CH3:36])[C:30](O)=[O:31])[C:11]2[CH:17]=[CH:16][C:15](=[O:18])[N:14]([C:19]3[C:24]([F:25])=[CH:23][CH:22]=[CH:21][C:20]=3[F:26])[C:12]=2[N:13]=1)[CH3:2].CN(C(ON1N=NC2C=CC=CC1=2)=[N+](C)C)C.F[P-](F)(F)(F)(F)F.[NH2:63][CH:64]([CH2:67][OH:68])[CH2:65][OH:66]. The catalyst is C1COCC1. The product is [CH2:1]([N:3]([CH2:37][CH3:38])[CH2:4][CH2:5][CH2:6][NH:7][C:8]1[N:9]=[C:10]([C:27]2[CH:28]=[C:29]([CH:33]=[CH:34][C:35]=2[CH3:36])[C:30]([NH:63][CH:64]([CH2:67][OH:68])[CH2:65][OH:66])=[O:31])[C:11]2[CH:17]=[CH:16][C:15](=[O:18])[N:14]([C:19]3[C:24]([F:25])=[CH:23][CH:22]=[CH:21][C:20]=3[F:26])[C:12]=2[N:13]=1)[CH3:2]. The yield is 0.880. (3) The yield is 0.860. The catalyst is COC(C)(C)C. The reactants are [CH3:1][O:2][C:3]([C@@H:5]1[CH2:9][C@@H:8]([OH:10])[CH2:7][N:6]1[C:11]([O:13][C:14]([CH3:17])([CH3:16])[CH3:15])=[O:12])=[O:4].[Cl:18][C:19]1[CH:20]=[C:21](O)[CH:22]=[CH:23][CH:24]=1.C1(P(C2C=CC=CC=2)C2C=CC=CC=2)C=CC=CC=1.CC(OC(/N=N/C(OC(C)C)=O)=O)C. The product is [CH3:1][O:2][C:3]([C@@H:5]1[CH2:9][C@H:8]([O:10][C:23]2[CH:22]=[CH:21][CH:20]=[C:19]([Cl:18])[CH:24]=2)[CH2:7][N:6]1[C:11]([O:13][C:14]([CH3:17])([CH3:16])[CH3:15])=[O:12])=[O:4]. (4) The catalyst is C1(C)C=CC=CC=1. The yield is 0.300. The reactants are C[Al](C)C.[CH3:5][O:6][C:7]1[CH:8]=[C:9]([CH2:15][CH2:16][C:17]2[CH:18]=[C:19]([NH2:22])[NH:20][N:21]=2)[CH:10]=[C:11]([O:13][CH3:14])[CH:12]=1.[CH2:23]1[CH:28]2[CH2:29][CH2:30][CH2:31][N:27]2[CH2:26][CH2:25][N:24]1[C:32]1[N:37]=[CH:36][C:35]([C:38](OC)=[O:39])=[CH:34][N:33]=1. The product is [CH2:23]1[CH:28]2[CH2:29][CH2:30][CH2:31][N:27]2[CH2:26][CH2:25][N:24]1[C:32]1[N:37]=[CH:36][C:35]([C:38]([NH:22][C:19]2[NH:20][N:21]=[C:17]([CH2:16][CH2:15][C:9]3[CH:8]=[C:7]([O:6][CH3:5])[CH:12]=[C:11]([O:13][CH3:14])[CH:10]=3)[CH:18]=2)=[O:39])=[CH:34][N:33]=1. (5) The reactants are Cl.[C:2]([O:18][CH3:19])(=[O:17])/[CH:3]=[CH:4]/[C:5]([O:7][CH2:8][C:9](=[O:16])[N:10]1[CH2:15][CH2:14][NH:13][CH2:12][CH2:11]1)=[O:6].[CH2:20](Br)[C:21]1[CH:26]=[CH:25][CH:24]=[CH:23][CH:22]=1.C(N(C(C)C)CC)(C)C. The catalyst is ClCCl. The product is [C:2]([O:18][CH3:19])(=[O:17])/[CH:3]=[CH:4]/[C:5]([O:7][CH2:8][C:9]([N:10]1[CH2:15][CH2:14][N:13]([CH2:20][C:21]2[CH:26]=[CH:25][CH:24]=[CH:23][CH:22]=2)[CH2:12][CH2:11]1)=[O:16])=[O:6]. The yield is 0.270.